Dataset: Reaction yield outcomes from USPTO patents with 853,638 reactions. Task: Predict the reaction yield, written as a fraction of the theoretical maximum amount of product (1.0 means a 100% yield; for example, 0.34 means a 34% yield). The reactants are [NH2:1][C:2]1[CH:19]=[CH:18][C:5]([O:6][C:7]2[C:16]3[NH:15][C:14](=[O:17])[CH:13]=[N:12][C:11]=3[N:10]=[CH:9][CH:8]=2)=[CH:4][C:3]=1[S:20][CH3:21].[F:22][C:23]1[CH:28]=[CH:27][C:26]([C:29]([F:32])([F:31])[F:30])=[CH:25][C:24]=1[N:33]=[C:34]=[O:35]. No catalyst specified. The product is [F:22][C:23]1[CH:28]=[CH:27][C:26]([C:29]([F:32])([F:31])[F:30])=[CH:25][C:24]=1[NH:33][C:34]([NH:1][C:2]1[CH:19]=[CH:18][C:5]([O:6][C:7]2[C:16]3[NH:15][C:14](=[O:17])[CH:13]=[N:12][C:11]=3[N:10]=[CH:9][CH:8]=2)=[CH:4][C:3]=1[S:20][CH3:21])=[O:35]. The yield is 0.730.